From a dataset of Forward reaction prediction with 1.9M reactions from USPTO patents (1976-2016). Predict the product of the given reaction. (1) Given the reactants Cl.Cl.Cl.[NH:4]1[CH2:9][CH2:8][CH:7]([N:10]2[CH2:13][C:12]([CH2:36][C:37]#[N:38])([N:14]3[CH:18]=[C:17]([C:19]4[C:20]5[CH:27]=[CH:26][N:25]([CH2:28][O:29][CH2:30][CH2:31][Si:32]([CH3:35])([CH3:34])[CH3:33])[C:21]=5[N:22]=[CH:23][N:24]=4)[CH:16]=[N:15]3)[CH2:11]2)[CH2:6][CH2:5]1.C(N(CC)CC)C.[CH3:46][N:47]([CH3:59])[C:48]1[C:53]([C:54]#[N:55])=[C:52]([F:56])[C:51]([CH:57]=O)=[CH:50][CH:49]=1.C(O[BH-](OC(=O)C)OC(=O)C)(=O)C.[Na+].C([O-])(O)=O.[Na+], predict the reaction product. The product is: [C:37]([CH2:36][C:12]1([N:14]2[CH:18]=[C:17]([C:19]3[C:20]4[CH:27]=[CH:26][N:25]([CH2:28][O:29][CH2:30][CH2:31][Si:32]([CH3:34])([CH3:33])[CH3:35])[C:21]=4[N:22]=[CH:23][N:24]=3)[CH:16]=[N:15]2)[CH2:11][N:10]([CH:7]2[CH2:8][CH2:9][N:4]([CH2:57][C:51]3[C:52]([F:56])=[C:53]([C:48]([N:47]([CH3:59])[CH3:46])=[CH:49][CH:50]=3)[C:54]#[N:55])[CH2:5][CH2:6]2)[CH2:13]1)#[N:38]. (2) The product is: [CH3:19][N:16]1[C:17]2[C:18]3=[C:7]([O:6][C:5]4[CH:4]=[CH:3][C:2]([NH:1][C:27]([NH:26][CH3:25])=[S:28])=[CH:24][CH:23]=4)[S:8][C:9]([C:20]([NH2:22])=[O:21])=[C:10]3[CH2:11][CH2:12][C:13]=2[CH:14]=[N:15]1. Given the reactants [NH2:1][C:2]1[CH:24]=[CH:23][C:5]([O:6][C:7]2[S:8][C:9]([C:20]([NH2:22])=[O:21])=[C:10]3[C:18]=2[C:17]2[N:16]([CH3:19])[N:15]=[CH:14][C:13]=2[CH2:12][CH2:11]3)=[CH:4][CH:3]=1.[CH3:25][N:26]=[C:27]=[S:28], predict the reaction product.